Dataset: Forward reaction prediction with 1.9M reactions from USPTO patents (1976-2016). Task: Predict the product of the given reaction. (1) Given the reactants [C:1]([C:3]1[CH:8]=[CH:7][C:6]([C:9]2[N:10]=[C:11]([NH:14][C:15]([CH3:23])([CH3:22])[CH2:16][CH2:17][C:18](OC)=[O:19])[S:12][CH:13]=2)=[CH:5][CH:4]=1)#[N:2].C[Si]([N-][Si](C)(C)C)(C)C.[Na+], predict the reaction product. The product is: [CH3:22][C:15]1([CH3:23])[CH2:16][CH2:17][C:18](=[O:19])[N:14]1[C:11]1[S:12][CH:13]=[C:9]([C:6]2[CH:7]=[CH:8][C:3]([C:1]#[N:2])=[CH:4][CH:5]=2)[N:10]=1. (2) The product is: [CH3:2][NH:3][C:18]([C:10]1[S:11][C:12]([C:14]([CH3:17])([CH3:16])[CH3:15])=[CH:13][C:9]=1[NH2:8])=[O:20]. Given the reactants Cl.[CH3:2][NH2:3].C[Al](C)C.[NH2:8][C:9]1[CH:13]=[C:12]([C:14]([CH3:17])([CH3:16])[CH3:15])[S:11][C:10]=1[C:18]([O:20]C)=O.Cl.[OH-].[K+], predict the reaction product. (3) Given the reactants [F:1][C:2]1[CH:24]=[CH:23][C:5]([CH2:6][N:7]2[C:15]3[C:10](=[CH:11][C:12]([S:16]([CH3:19])(=[O:18])=[O:17])=[CH:13][CH:14]=3)[CH:9]=[C:8]2[C:20]([NH2:22])=[O:21])=[CH:4][CH:3]=1.CO[C:27](OC)([N:29](C)C)[CH3:28], predict the reaction product. The product is: [F:1][C:2]1[CH:3]=[CH:4][C:5]([CH2:6][N:7]2[C:15]3[C:10](=[CH:11][C:12]([S:16]([CH3:19])(=[O:17])=[O:18])=[CH:13][CH:14]=3)[CH:9]=[C:8]2[C:20]2[O:21][N:29]=[C:27]([CH3:28])[N:22]=2)=[CH:23][CH:24]=1.